Dataset: Peptide-MHC class II binding affinity with 134,281 pairs from IEDB. Task: Regression. Given a peptide amino acid sequence and an MHC pseudo amino acid sequence, predict their binding affinity value. This is MHC class II binding data. (1) The peptide sequence is RNFYFINRLTGYLRN. The MHC is DRB1_1501 with pseudo-sequence DRB1_1501. The binding affinity (normalized) is 0.733. (2) The peptide sequence is AQATAGTTVYGAFAA. The MHC is HLA-DQA10401-DQB10402 with pseudo-sequence HLA-DQA10401-DQB10402. The binding affinity (normalized) is 0.507. (3) The peptide sequence is AFKVSATAANAAPAN. The MHC is DRB1_0401 with pseudo-sequence DRB1_0401. The binding affinity (normalized) is 0.479. (4) The peptide sequence is GLKTRQEKWMTGRMG. The MHC is DRB3_0101 with pseudo-sequence DRB3_0101. The binding affinity (normalized) is 0. (5) The peptide sequence is EKVDAAFKVAATAAN. The MHC is DRB1_0802 with pseudo-sequence DRB1_0802. The binding affinity (normalized) is 0.562. (6) The peptide sequence is SQILELSWNLNGLQAY. The MHC is DRB1_1302 with pseudo-sequence DRB1_1302. The binding affinity (normalized) is 0.640. (7) The peptide sequence is LTVMDRYSVDADLQL. The MHC is HLA-DQA10103-DQB10603 with pseudo-sequence HLA-DQA10103-DQB10603. The binding affinity (normalized) is 0.593. (8) The peptide sequence is KPIFHFVGTSTFSEY. The binding affinity (normalized) is 0.494. The MHC is HLA-DPA10103-DPB10401 with pseudo-sequence HLA-DPA10103-DPB10401. (9) The peptide sequence is GGSILKISNKFHTKG. The MHC is DRB1_1602 with pseudo-sequence DRB1_1602. The binding affinity (normalized) is 0.408. (10) The MHC is HLA-DPA10201-DPB11401 with pseudo-sequence HLA-DPA10201-DPB11401. The peptide sequence is ASYFAADRILPELTE. The binding affinity (normalized) is 0.209.